This data is from Catalyst prediction with 721,799 reactions and 888 catalyst types from USPTO. The task is: Predict which catalyst facilitates the given reaction. (1) Reactant: [NH:1]1[CH2:10][CH2:9][CH:4]([C:5]([O:7][CH3:8])=[O:6])[CH2:3][CH2:2]1.[C:11]1([S:21](Cl)(=[O:23])=[O:22])[C:20]2[C:15](=[CH:16][CH:17]=[CH:18][CH:19]=2)[CH:14]=[CH:13][CH:12]=1. Product: [C:11]1([S:21]([N:1]2[CH2:10][CH2:9][CH:4]([C:5]([O:7][CH3:8])=[O:6])[CH2:3][CH2:2]2)(=[O:23])=[O:22])[C:20]2[C:15](=[CH:16][CH:17]=[CH:18][CH:19]=2)[CH:14]=[CH:13][CH:12]=1. The catalyst class is: 377. (2) Reactant: [F:1][C:2]1[C:7]([C:8]2[CH:13]=[CH:12][C:11]3[O:14][C@H:15]4[CH2:20][CH2:19][NH:18][CH2:17][C@@H:16]4[C:21]4([CH2:25][O:24][C:23]([NH:26][C:27](=[O:33])[O:28][C:29]([CH3:32])([CH3:31])[CH3:30])=[N:22]4)[C:10]=3[CH:9]=2)=[CH:6][CH:5]=[CH:4][N:3]=1.[CH3:34][CH:35]([CH3:41])[CH2:36][S:37](Cl)(=[O:39])=[O:38]. Product: [F:1][C:2]1[C:7]([C:8]2[CH:13]=[CH:12][C:11]3[O:14][C@H:15]4[CH2:20][CH2:19][N:18]([S:37]([CH2:36][CH:35]([CH3:41])[CH3:34])(=[O:39])=[O:38])[CH2:17][C@@H:16]4[C@@:21]4([CH2:25][O:24][C:23]([NH:26][C:27](=[O:33])[O:28][C:29]([CH3:30])([CH3:32])[CH3:31])=[N:22]4)[C:10]=3[CH:9]=2)=[CH:6][CH:5]=[CH:4][N:3]=1.[F:1][C:2]1[C:7]([C:8]2[CH:13]=[CH:12][C:11]3[O:14][C@H:15]4[CH2:20][CH2:19][N:18]([S:37]([CH2:36][CH:35]([CH3:41])[CH3:34])(=[O:39])=[O:38])[CH2:17][C@@H:16]4[C@:21]4([CH2:25][O:24][C:23]([NH:26][C:27](=[O:33])[O:28][C:29]([CH3:30])([CH3:32])[CH3:31])=[N:22]4)[C:10]=3[CH:9]=2)=[CH:6][CH:5]=[CH:4][N:3]=1. The catalyst class is: 2. (3) Reactant: [Li+].[OH-].C([O:5][C:6](=[O:18])[C:7]1[CH:12]=[CH:11][C:10]([N:13]2[CH2:17][CH2:16][CH2:15][CH2:14]2)=[N:9][CH:8]=1)C. Product: [N:13]1([C:10]2[CH:11]=[CH:12][C:7]([C:6]([OH:18])=[O:5])=[CH:8][N:9]=2)[CH2:14][CH2:15][CH2:16][CH2:17]1. The catalyst class is: 87. (4) Reactant: CN(C)C(N(C)C)=N.[CH3:9][O:10][C:11](=[O:40])[CH:12](P(OC)(OC)=O)[NH:13][C:14](=[O:33])[C:15]1[CH:20]=[CH:19][C:18]([C:21]([NH:23][CH2:24][C:25]2[CH:30]=[CH:29][CH:28]=[C:27]([OH:31])[CH:26]=2)=[O:22])=[CH:17][C:16]=1[Cl:32].[CH2:41]([C:43]1[S:44][C:45]([CH:49]=O)=[C:46]([CH3:48])[N:47]=1)[CH3:42]. Product: [CH3:9][O:10][C:11](=[O:40])/[C:12](/[NH:13][C:14](=[O:33])[C:15]1[CH:20]=[CH:19][C:18]([C:21]([NH:23][CH2:24][C:25]2[CH:30]=[CH:29][CH:28]=[C:27]([OH:31])[CH:26]=2)=[O:22])=[CH:17][C:16]=1[Cl:32])=[CH:49]/[C:45]1[S:44][C:43]([CH2:41][CH3:42])=[N:47][C:46]=1[CH3:48]. The catalyst class is: 4.